Dataset: NCI-60 drug combinations with 297,098 pairs across 59 cell lines. Task: Regression. Given two drug SMILES strings and cell line genomic features, predict the synergy score measuring deviation from expected non-interaction effect. (1) Drug 1: CCC1(CC2CC(C3=C(CCN(C2)C1)C4=CC=CC=C4N3)(C5=C(C=C6C(=C5)C78CCN9C7C(C=CC9)(C(C(C8N6C)(C(=O)OC)O)OC(=O)C)CC)OC)C(=O)OC)O.OS(=O)(=O)O. Drug 2: CC12CCC3C(C1CCC2OP(=O)(O)O)CCC4=C3C=CC(=C4)OC(=O)N(CCCl)CCCl.[Na+]. Cell line: NCI-H522. Synergy scores: CSS=20.4, Synergy_ZIP=6.62, Synergy_Bliss=11.1, Synergy_Loewe=9.86, Synergy_HSA=9.98. (2) Drug 1: CC1=C(C(=O)C2=C(C1=O)N3CC4C(C3(C2COC(=O)N)OC)N4)N. Drug 2: C(CCl)NC(=O)N(CCCl)N=O. Cell line: COLO 205. Synergy scores: CSS=1.98, Synergy_ZIP=5.12, Synergy_Bliss=-9.87, Synergy_Loewe=-6.15, Synergy_HSA=-6.38. (3) Drug 1: C1CCN(CC1)CCOC2=CC=C(C=C2)C(=O)C3=C(SC4=C3C=CC(=C4)O)C5=CC=C(C=C5)O. Drug 2: C1CNP(=O)(OC1)N(CCCl)CCCl. Cell line: OVCAR3. Synergy scores: CSS=-3.93, Synergy_ZIP=2.81, Synergy_Bliss=0.0281, Synergy_Loewe=-2.13, Synergy_HSA=-3.99. (4) Drug 1: CC(C1=C(C=CC(=C1Cl)F)Cl)OC2=C(N=CC(=C2)C3=CN(N=C3)C4CCNCC4)N. Drug 2: C1=NNC2=C1C(=O)NC=N2. Cell line: HOP-62. Synergy scores: CSS=6.87, Synergy_ZIP=-0.518, Synergy_Bliss=3.81, Synergy_Loewe=1.87, Synergy_HSA=2.26. (5) Drug 1: C1=CC=C(C=C1)NC(=O)CCCCCCC(=O)NO. Drug 2: COC1=C2C(=CC3=C1OC=C3)C=CC(=O)O2. Cell line: SNB-19. Synergy scores: CSS=-3.24, Synergy_ZIP=1.35, Synergy_Bliss=0.310, Synergy_Loewe=-0.880, Synergy_HSA=-2.45. (6) Drug 1: C1=CC(=C2C(=C1NCCNCCO)C(=O)C3=C(C=CC(=C3C2=O)O)O)NCCNCCO. Drug 2: C1=NC2=C(N=C(N=C2N1C3C(C(C(O3)CO)O)O)F)N. Cell line: DU-145. Synergy scores: CSS=64.2, Synergy_ZIP=-3.28, Synergy_Bliss=-1.49, Synergy_Loewe=-23.6, Synergy_HSA=-0.688. (7) Drug 1: C(=O)(N)NO. Drug 2: C1CNP(=O)(OC1)N(CCCl)CCCl. Cell line: MCF7. Synergy scores: CSS=2.12, Synergy_ZIP=-0.0659, Synergy_Bliss=0.907, Synergy_Loewe=-1.91, Synergy_HSA=1.04. (8) Cell line: 786-0. Drug 2: N.N.Cl[Pt+2]Cl. Synergy scores: CSS=67.9, Synergy_ZIP=-5.23, Synergy_Bliss=1.27, Synergy_Loewe=1.82, Synergy_HSA=2.25. Drug 1: CC1C(C(=O)NC(C(=O)N2CCCC2C(=O)N(CC(=O)N(C(C(=O)O1)C(C)C)C)C)C(C)C)NC(=O)C3=C4C(=C(C=C3)C)OC5=C(C(=O)C(=C(C5=N4)C(=O)NC6C(OC(=O)C(N(C(=O)CN(C(=O)C7CCCN7C(=O)C(NC6=O)C(C)C)C)C)C(C)C)C)N)C. (9) Drug 1: CS(=O)(=O)OCCCCOS(=O)(=O)C. Drug 2: CCN(CC)CCCC(C)NC1=C2C=C(C=CC2=NC3=C1C=CC(=C3)Cl)OC. Cell line: A549. Synergy scores: CSS=25.4, Synergy_ZIP=-8.55, Synergy_Bliss=-6.77, Synergy_Loewe=-19.8, Synergy_HSA=-4.89. (10) Drug 2: CC1=C(N=C(N=C1N)C(CC(=O)N)NCC(C(=O)N)N)C(=O)NC(C(C2=CN=CN2)OC3C(C(C(C(O3)CO)O)O)OC4C(C(C(C(O4)CO)O)OC(=O)N)O)C(=O)NC(C)C(C(C)C(=O)NC(C(C)O)C(=O)NCCC5=NC(=CS5)C6=NC(=CS6)C(=O)NCCC[S+](C)C)O. Synergy scores: CSS=31.0, Synergy_ZIP=-9.91, Synergy_Bliss=-1.14, Synergy_Loewe=-35.4, Synergy_HSA=0.159. Drug 1: CCC(=C(C1=CC=CC=C1)C2=CC=C(C=C2)OCCN(C)C)C3=CC=CC=C3.C(C(=O)O)C(CC(=O)O)(C(=O)O)O. Cell line: OVCAR-8.